From a dataset of Forward reaction prediction with 1.9M reactions from USPTO patents (1976-2016). Predict the product of the given reaction. (1) Given the reactants [CH3:1][C:2]1[C:10]2[CH2:9][O:8][C:7](=[O:11])[C:6]=2[CH:5]=[CH:4][C:3]=1[C:12](=[O:27])[CH:13]=[C:14]1[CH2:19][CH2:18][N:17]([C:20]([O:22][C:23]([CH3:26])([CH3:25])[CH3:24])=[O:21])[CH2:16][CH2:15]1, predict the reaction product. The product is: [CH3:1][C:2]1[C:10]2[CH2:9][O:8][C:7](=[O:11])[C:6]=2[CH:5]=[CH:4][C:3]=1[C:12](=[O:27])[CH2:13][CH:14]1[CH2:19][CH2:18][N:17]([C:20]([O:22][C:23]([CH3:25])([CH3:24])[CH3:26])=[O:21])[CH2:16][CH2:15]1. (2) Given the reactants [C:1]([O:5][C:6](=[O:18])[NH:7][C:8]1[CH:13]=[CH:12][C:11](I)=[CH:10][C:9]=1[N+:15]([O-:17])=[O:16])([CH3:4])([CH3:3])[CH3:2].[F:19][C:20]1[CH:25]=[C:24]([F:26])[CH:23]=[CH:22][C:21]=1B(O)O, predict the reaction product. The product is: [C:1]([O:5][C:6](=[O:18])[NH:7][C:8]1[CH:13]=[CH:12][C:11]([C:23]2[CH:22]=[CH:21][C:20]([F:19])=[CH:25][C:24]=2[F:26])=[CH:10][C:9]=1[N+:15]([O-:17])=[O:16])([CH3:4])([CH3:3])[CH3:2]. (3) Given the reactants C[O:2][C:3]1[CH:12]=[CH:11][C:10]2[C:5](=[CH:6][C:7]([C:13]3[CH:18]=[CH:17][CH:16]=[CH:15][CH:14]=3)=[CH:8][CH:9]=2)[CH:4]=1.Cl.N1C=CC=CC=1, predict the reaction product. The product is: [C:13]1([C:7]2[CH:6]=[C:5]3[C:10]([CH:11]=[CH:12][C:3]([OH:2])=[CH:4]3)=[CH:9][CH:8]=2)[CH:18]=[CH:17][CH:16]=[CH:15][CH:14]=1.